Dataset: NCI-60 drug combinations with 297,098 pairs across 59 cell lines. Task: Regression. Given two drug SMILES strings and cell line genomic features, predict the synergy score measuring deviation from expected non-interaction effect. (1) Drug 1: CS(=O)(=O)CCNCC1=CC=C(O1)C2=CC3=C(C=C2)N=CN=C3NC4=CC(=C(C=C4)OCC5=CC(=CC=C5)F)Cl. Drug 2: C(CC(=O)O)C(=O)CN.Cl. Cell line: MDA-MB-231. Synergy scores: CSS=5.73, Synergy_ZIP=-1.75, Synergy_Bliss=2.07, Synergy_Loewe=-0.918, Synergy_HSA=-1.05. (2) Drug 1: CC1=C(C=C(C=C1)NC(=O)C2=CC=C(C=C2)CN3CCN(CC3)C)NC4=NC=CC(=N4)C5=CN=CC=C5. Drug 2: C1=NC2=C(N=C(N=C2N1C3C(C(C(O3)CO)O)F)Cl)N. Cell line: IGROV1. Synergy scores: CSS=-3.84, Synergy_ZIP=0.977, Synergy_Bliss=-1.85, Synergy_Loewe=-8.24, Synergy_HSA=-7.44. (3) Drug 1: C1=NC(=NC(=O)N1C2C(C(C(O2)CO)O)O)N. Drug 2: CC1CCCC2(C(O2)CC(NC(=O)CC(C(C(=O)C(C1O)C)(C)C)O)C(=CC3=CSC(=N3)C)C)C. Cell line: NCIH23. Synergy scores: CSS=53.0, Synergy_ZIP=4.25, Synergy_Bliss=5.64, Synergy_Loewe=-12.1, Synergy_HSA=5.41. (4) Drug 1: CC1=C(C=C(C=C1)C(=O)NC2=CC(=CC(=C2)C(F)(F)F)N3C=C(N=C3)C)NC4=NC=CC(=N4)C5=CN=CC=C5. Drug 2: CS(=O)(=O)OCCCCOS(=O)(=O)C. Cell line: SN12C. Synergy scores: CSS=8.32, Synergy_ZIP=-1.07, Synergy_Bliss=1.09, Synergy_Loewe=-0.400, Synergy_HSA=-1.02. (5) Drug 1: CC12CCC3C(C1CCC2=O)CC(=C)C4=CC(=O)C=CC34C. Drug 2: CC1CCCC2(C(O2)CC(NC(=O)CC(C(C(=O)C(C1O)C)(C)C)O)C(=CC3=CSC(=N3)C)C)C. Cell line: MDA-MB-435. Synergy scores: CSS=29.3, Synergy_ZIP=1.02, Synergy_Bliss=6.44, Synergy_Loewe=-0.649, Synergy_HSA=4.27. (6) Drug 1: C1CN1C2=NC(=NC(=N2)N3CC3)N4CC4. Drug 2: COC1=CC(=CC(=C1O)OC)C2C3C(COC3=O)C(C4=CC5=C(C=C24)OCO5)OC6C(C(C7C(O6)COC(O7)C8=CC=CS8)O)O. Cell line: NCI-H322M. Synergy scores: CSS=4.08, Synergy_ZIP=7.14, Synergy_Bliss=1.21, Synergy_Loewe=-3.87, Synergy_HSA=-1.29. (7) Drug 2: CC1=C2C(C(=O)C3(C(CC4C(C3C(C(C2(C)C)(CC1OC(=O)C(C(C5=CC=CC=C5)NC(=O)C6=CC=CC=C6)O)O)OC(=O)C7=CC=CC=C7)(CO4)OC(=O)C)O)C)OC(=O)C. Cell line: RPMI-8226. Drug 1: CC1=C(C=C(C=C1)C(=O)NC2=CC(=CC(=C2)C(F)(F)F)N3C=C(N=C3)C)NC4=NC=CC(=N4)C5=CN=CC=C5. Synergy scores: CSS=31.9, Synergy_ZIP=23.1, Synergy_Bliss=21.7, Synergy_Loewe=-10.2, Synergy_HSA=19.3.